Dataset: Reaction yield outcomes from USPTO patents with 853,638 reactions. Task: Predict the reaction yield, written as a fraction of the theoretical maximum amount of product (1.0 means a 100% yield; for example, 0.34 means a 34% yield). The reactants are [Cl:1][C:2]1[CH:3]=[CH:4][C:5]([CH3:8])=[N:6][CH:7]=1.[Br:9]N1C(=O)CCC1=O.N(C(C)(C)C#N)=NC(C)(C)C#N. The catalyst is C(Cl)(Cl)(Cl)Cl. The product is [Br:9][CH2:8][C:5]1[CH:4]=[CH:3][C:2]([Cl:1])=[CH:7][N:6]=1. The yield is 0.600.